The task is: Binary Classification. Given two protein amino acid sequences, predict whether they physically interact or not.. This data is from Human Reference Interactome with 51,813 positive PPI pairs across 8,248 proteins, plus equal number of experimentally-validated negative pairs. (1) Protein 1 (ENSG00000168924) has sequence MASILLRSCRGRAPARLPPPPRYTVPRGSPGDPAHLSCASTLGLRNCLNVPFGCCTPIHPVYTSSRGDHLGCWALRPECLRIVSRAPWTSTSVGFVAVGPQCLPVRGWHSSRPVRDDSVVEKSLKSLKDKNKKLEEGGPVYSPPAEVVVKKSLGQRVLDELKHYYHGFRLLWIDTKIAARMLWRILNGHSLTRRERRQFLRICADLFRLVPFLVFVVVPFMEFLLPVAVKLFPNMLPSTFETQSLKEERLKKELRVKLELAKFLQDTIEEMALKNKAAKGSATKDFSVFFQKIRETGERP.... Protein 2 (ENSG00000101935) has sequence MAAGCCGVKKQKLSSSPPSGSGGGGGASSSSHCSGESQCRAGELGLGGAGTRLNGLGGLTGGGSGSGCTLSPPQGCGGGGGGIALSPPPSCGVGTLLSTPAAATSSSPSSSSAASSSSPGSRKMVVSAEMCCFCFDVLYCHLYGYQQPRTPRFTNEPYPLFVTWKIGRDKRLRGCIGTFSAMNLHSGLREYTLTSALKDSRFPPMTRDELPRLFCSVSLLTNFEDVCDYLDWEVGVHGIRIEFINEKGSKRTATYLPEVAKEQGWDHIQTIDSLLRKGGYKAPITNEFRKTIKLTRYRSE.... Result: 0 (the proteins do not interact). (2) Protein 1 (ENSG00000106948) has sequence MPTLGWLPENRDISEDQSSAEQTQALASQASQFLAKVESFERLIQAGRLMPQDQVKGFQRLKAAHAALEEEYLKACREQHPAQPLAGSKGTPGRFDPRRELEAEIYRLGSCLEELKEHIDQTQQEPEPPGSDSALDSTPALPCLHQPTHLPAPSGQAPMPAIKTSCPEPATTTAAASTGPCPLHVNVEVSSGNSEVEDRPQDPLARLRHKELQMEQVYHGLMERYLSVKSLPEAMRMEEEEEGEEEEEEEGGGDSLEVDGVAATPGKAEATRVLPRQCPVQAEKSHGAPLEEATEKMVSM.... Protein 2 (ENSG00000139637) has sequence MGHQFLRGLLTLLLPPPPLYTRHRMLGPESVPPPKRSRSKLMAPPRIGTHNGTFHCDEALACALLRLLPEYRDAEIVRTRDPEKLASCDIVVDVGGEYDPRRHRYDHHQRSFTETMSSLSPGKPWQTKLSSAGLIYLHFGHKLLAQLLGTSEEDSMVGTLYDKMYENFVEEVDAVDNGISQWAEGEPRYALTTTLSARVARLNPTWNHPDQDTEAGFKRAMDLVQEEFLQRLDFYQHSWLPARALVEEALAQRFQVDPSGEIVELAKGACPWKEHLYHLESGLSPPVAIFFVIYTDQAGQ.... Result: 0 (the proteins do not interact). (3) Protein 1 (ENSG00000169288) has sequence MAAAVRCMGRALIHHQRHSLSKMVYQTSLCSCSVNIRVPNRHFAAATKSAKKTKKGAKEKTPDEKKDEIEKIKAYPYMEGEPEDDVYLKRLYPRQIYEVEKAVHLLKKFQILDFTSPKQSVYLDLTLDMALGKKKNVEPFTSVLSLPYPFASEINKVAVFTENASEVKIAEENGAAFAGGTSLIQKIWDDEIVADFYVAVPEIMPELNRLRKKLNKKYPKLSRNSIGRDIPKMLELFKNGHEIKVDEERENFLQTKIATLDMSSDQIAANLQAVINEVCRHRPLNLGPFVVRAFLRSSTS.... Protein 2 (ENSG00000273136) has sequence MLRNERQFKEEKLAEQLKQAEELRQYKVLVHAQERELTQLREKLREGRDASRSLNEHLQALLTPDEPDKSQGQDLQEQLAEGCRLAQHLVQKLSPENDNDDDEDVQVEVAEKVQKSSAPREMQKAEEKEVPEDSLEECAITCSNSHGPYDCNQPHRKTKITFEEDKVDSTLIGSSSHVEWEDAVHIIPENESDDEEEEEKGPVSPRNLQESEEEEVPQESWDEGYSTLSIPPEMLASYKSYSSTFHSLEEQQVCMAVDIGRHRWDQVKKEDHEATGPRLSRELLDEKGPEVLQDSLDRCY.... Result: 0 (the proteins do not interact). (4) Protein 1 (ENSG00000169635) has sequence MVSGPLALRWCAWAGRGDMGPDMELPSHSKQLLLQLNQQRTKGFLCDVIIMVENSIFRAHKNVLAASSIYFKSLVLHDNLINLDTDMVSSTVFQQILDFIYTGKLLPSDQPAEPNFSTLLTAASYLQLPELAALCRRKLKRAGKPFGSGRAGSTGMGRPPRSQRLSTASVIQARYQGLVDGRKGAHAPQELPQAKGSDDELFLGGSNQDSVQGLGRAVCPAGGEAGLGGCSSSTNGSSGGCEQELGLDLSKKSPPLPPATPGPHLTPDDAAQLSDSQHGSPPAASAPPVANSASYSELGG.... Protein 2 (ENSG00000163499) has sequence MSSAPAPGPAPASLTLWDEEDFQGRRCRLLSDCANVCERGGLPRVRSVKVENGVWVAFEYPDFQGQQFILEKGDYPRWSAWSGSSSHNSNQLLSFRPVLCANHNDSRVTLFEGDNFQGCKFDLVDDYPSLPSMGWASKDVGSLKVSSGAWVAYQYPGYRGYQYVLERDRHSGEFCTYGELGTQAHTGQLQSIRRVQH*MSSAPAPGPAPASLTLWDEEDFQGRRCRLLSDCANVCERGGLPRVRSVKVENGVWVAFEYPDFQGQQFILEKGDYPRWSAWSGSSSHNSNQLLSFRPVLCAN.... Result: 0 (the proteins do not interact).